From a dataset of Forward reaction prediction with 1.9M reactions from USPTO patents (1976-2016). Predict the product of the given reaction. (1) Given the reactants O[CH2:2][C:3]1[CH:12]=[CH:11][C:10]2[C:5](=[CH:6][C:7]([O:17][CH3:18])=[C:8]([O:15][CH3:16])[C:9]=2[O:13][CH3:14])[CH:4]=1.S(Cl)([Cl:21])=O.C(=O)([O-])O.[Na+], predict the reaction product. The product is: [Cl:21][CH2:2][C:3]1[CH:12]=[CH:11][C:10]2[C:5](=[CH:6][C:7]([O:17][CH3:18])=[C:8]([O:15][CH3:16])[C:9]=2[O:13][CH3:14])[CH:4]=1. (2) Given the reactants O=[C:2]1[N:21]([CH:22]2[CH2:27][CH2:26][O:25][CH2:24][CH2:23]2)[C:5]2=[N:6][C:7]([C:10]3[CH:11]=[N:12][N:13]4[CH:18]=[CH:17][C:16]([C:19]#[N:20])=[CH:15][C:14]=34)=[CH:8][CH:9]=[C:4]2[NH:3]1.[C:28](OCC)(OCC)(OCC)C.C(Cl)Cl.CO, predict the reaction product. The product is: [CH3:28][C:2]1[N:21]([CH:22]2[CH2:27][CH2:26][O:25][CH2:24][CH2:23]2)[C:5]2=[N:6][C:7]([C:10]3[CH:11]=[N:12][N:13]4[CH:18]=[CH:17][C:16]([C:19]#[N:20])=[CH:15][C:14]=34)=[CH:8][CH:9]=[C:4]2[N:3]=1. (3) Given the reactants [C:1]([C@@H:4]([NH:13][C:14](=[O:23])[O:15][CH2:16][C:17]1[CH:22]=[CH:21][N:20]=[CH:19][CH:18]=1)[CH2:5][C:6]1[CH:11]=[CH:10][C:9]([OH:12])=[CH:8][CH:7]=1)([OH:3])=O.[CH3:24][NH:25][CH2:26][C:27]1[CH:32]=[CH:31][CH:30]=[CH:29][CH:28]=1.CCN(C(C)C)C(C)C.C1CN([P+](Br)(N2CCCC2)N2CCCC2)CC1.F[P-](F)(F)(F)(F)F, predict the reaction product. The product is: [N:20]1[CH:21]=[CH:22][C:17]([CH2:16][O:15][C:14](=[O:23])[NH:13][C@@H:4]([CH2:5][C:6]2[CH:11]=[CH:10][C:9]([OH:12])=[CH:8][CH:7]=2)[C:1]([N:25]([CH2:26][C:27]2[CH:32]=[CH:31][CH:30]=[CH:29][CH:28]=2)[CH3:24])=[O:3])=[CH:18][CH:19]=1. (4) Given the reactants CC1(C)[O:6][CH:5]2[CH2:7][C:8]([CH3:32])([C:10]([NH:12][CH2:13][CH2:14][CH2:15][NH:16][C:17](=[O:31])[CH2:18][CH2:19][CH2:20][CH2:21][C@H:22]3[C@@H:29]4[C@@H:25]([NH:26][C:27](=[O:30])[NH:28]4)[CH2:24][S:23]3)=[O:11])[CH2:9][CH:4]2[O:3]1.Cl, predict the reaction product. The product is: [OH:3][CH:4]1[CH:5]([OH:6])[CH2:7][C:8]([CH3:32])([C:10]([NH:12][CH2:13][CH2:14][CH2:15][NH:16][C:17](=[O:31])[CH2:18][CH2:19][CH2:20][CH2:21][C@H:22]2[C@@H:29]3[C@@H:25]([NH:26][C:27](=[O:30])[NH:28]3)[CH2:24][S:23]2)=[O:11])[CH2:9]1. (5) Given the reactants [C:1]1([CH2:11][C:12]([NH2:14])=[O:13])[C:10]2[C:5](=[CH:6][CH:7]=[CH:8][CH:9]=2)[CH:4]=[CH:3][CH:2]=1.I[C:16]1[CH:20]=[CH:19][S:18][CH:17]=1.N[C@@H]1CCCC[C@H]1N.C(=O)([O-])[O-].[K+].[K+], predict the reaction product. The product is: [C:1]1([CH2:11][C:12]([NH:14][C:16]2[CH:20]=[CH:19][S:18][CH:17]=2)=[O:13])[C:10]2[C:5](=[CH:6][CH:7]=[CH:8][CH:9]=2)[CH:4]=[CH:3][CH:2]=1. (6) Given the reactants [CH3:1][O:2][C:3]1[CH:8]=[CH:7][C:6](B(O)O)=[CH:5][C:4]=1[CH3:12].Br[C:14]1[S:15][CH:16]=[C:17]([CH3:19])[N:18]=1.C(=O)([O-])[O-].[Na+].[Na+].O1CCOCC1, predict the reaction product. The product is: [CH3:19][C:17]1[N:18]=[C:14]([C:6]2[CH:7]=[CH:8][C:3]([O:2][CH3:1])=[C:4]([CH3:12])[CH:5]=2)[S:15][CH:16]=1. (7) The product is: [I:25][C:23]1[CH:22]=[CH:21][N:20]=[C:19]([O:15][CH2:14][C:13]2[CH:16]=[CH:17][C:10]([O:9][CH3:8])=[CH:11][CH:12]=2)[CH:24]=1. Given the reactants [H-].[Na+].CN(C=O)C.[CH3:8][O:9][C:10]1[CH:17]=[CH:16][C:13]([CH2:14][OH:15])=[CH:12][CH:11]=1.F[C:19]1[CH:24]=[C:23]([I:25])[CH:22]=[CH:21][N:20]=1, predict the reaction product. (8) Given the reactants Cl.[CH3:2][S:3]([C:6]1[CH:12]=[CH:11][C:9]([NH2:10])=[CH:8][CH:7]=1)(=[O:5])=[O:4].C[Al](C)C.[CH3:17][C:18]1[N:23]=[C:22]([C:24]#[N:25])[CH:21]=[CH:20][CH:19]=1, predict the reaction product. The product is: [CH3:17][C:18]1[CH:19]=[CH:20][CH:21]=[C:22]([C:24](=[NH:25])[NH:10][C:9]2[CH:11]=[CH:12][C:6]([S:3]([CH3:2])(=[O:4])=[O:5])=[CH:7][CH:8]=2)[N:23]=1. (9) Given the reactants [CH3:1]I.C(=O)([O-])[O-].[K+].[K+].[Br:9][C:10]1[N:15]=[C:14]2[NH:16][N:17]=[C:18]([C:19]3[CH:24]=[CH:23][CH:22]=[CH:21][CH:20]=3)[C:13]2=[C:12]([C:25]([F:28])([F:27])[F:26])[CH:11]=1.O, predict the reaction product. The product is: [Br:9][C:10]1[N:15]=[C:14]2[N:16]([CH3:1])[N:17]=[C:18]([C:19]3[CH:24]=[CH:23][CH:22]=[CH:21][CH:20]=3)[C:13]2=[C:12]([C:25]([F:27])([F:28])[F:26])[CH:11]=1.